This data is from NCI-60 drug combinations with 297,098 pairs across 59 cell lines. The task is: Regression. Given two drug SMILES strings and cell line genomic features, predict the synergy score measuring deviation from expected non-interaction effect. (1) Drug 1: C1=CC(=CC=C1CCCC(=O)O)N(CCCl)CCCl. Drug 2: CC=C1C(=O)NC(C(=O)OC2CC(=O)NC(C(=O)NC(CSSCCC=C2)C(=O)N1)C(C)C)C(C)C. Cell line: HOP-62. Synergy scores: CSS=54.3, Synergy_ZIP=-0.822, Synergy_Bliss=-4.34, Synergy_Loewe=-12.2, Synergy_HSA=-1.05. (2) Drug 1: CC1OCC2C(O1)C(C(C(O2)OC3C4COC(=O)C4C(C5=CC6=C(C=C35)OCO6)C7=CC(=C(C(=C7)OC)O)OC)O)O. Drug 2: CS(=O)(=O)CCNCC1=CC=C(O1)C2=CC3=C(C=C2)N=CN=C3NC4=CC(=C(C=C4)OCC5=CC(=CC=C5)F)Cl. Cell line: COLO 205. Synergy scores: CSS=43.1, Synergy_ZIP=-1.18, Synergy_Bliss=-0.993, Synergy_Loewe=-14.2, Synergy_HSA=-3.63. (3) Drug 1: CCC(=C(C1=CC=CC=C1)C2=CC=C(C=C2)OCCN(C)C)C3=CC=CC=C3.C(C(=O)O)C(CC(=O)O)(C(=O)O)O. Drug 2: C1CNP(=O)(OC1)N(CCCl)CCCl. Cell line: SK-MEL-5. Synergy scores: CSS=-2.80, Synergy_ZIP=1.83, Synergy_Bliss=2.09, Synergy_Loewe=-0.124, Synergy_HSA=-1.57. (4) Drug 1: CC1OCC2C(O1)C(C(C(O2)OC3C4COC(=O)C4C(C5=CC6=C(C=C35)OCO6)C7=CC(=C(C(=C7)OC)O)OC)O)O. Drug 2: CC1CCCC2(C(O2)CC(NC(=O)CC(C(C(=O)C(C1O)C)(C)C)O)C(=CC3=CSC(=N3)C)C)C. Cell line: SK-MEL-5. Synergy scores: CSS=18.8, Synergy_ZIP=-8.29, Synergy_Bliss=0.631, Synergy_Loewe=-1.63, Synergy_HSA=-1.23.